This data is from Catalyst prediction with 721,799 reactions and 888 catalyst types from USPTO. The task is: Predict which catalyst facilitates the given reaction. (1) Product: [O:14]1[C:13]([C:12]([O:16][CH2:17][CH3:18])=[O:15])=[CH:7][N:1]=[CH:2]1. Reactant: [N:1]12CCCN=[C:7]1CCCC[CH2:2]2.[C:12]([O:16][CH2:17][CH3:18])(=[O:15])[CH:13]=[O:14].S(C[N+]#[C-])(C1C=CC(C)=CC=1)(=O)=O. The catalyst class is: 4. (2) Reactant: [Cl:1][C:2]1[CH:3]=[C:4]([CH:12]=[CH:13][C:14]=1[Cl:15])[O:5][CH:6]1[CH2:11][CH2:10][NH:9][CH2:8][CH2:7]1.[C:16]1(=O)[CH2:21][CH2:20][C:19](=[O:22])[CH2:18][CH2:17]1. Product: [Cl:1][C:2]1[CH:3]=[C:4]([CH:12]=[CH:13][C:14]=1[Cl:15])[O:5][CH:6]1[CH2:11][CH2:10][N:9]([C:16]2[CH:21]=[CH:20][C:19]([OH:22])=[CH:18][CH:17]=2)[CH2:8][CH2:7]1. The catalyst class is: 63.